Dataset: Catalyst prediction with 721,799 reactions and 888 catalyst types from USPTO. Task: Predict which catalyst facilitates the given reaction. (1) Reactant: [C:1]([O:5][C:6](=[O:19])[NH:7][CH:8]([CH2:17][OH:18])[CH2:9][C:10]1[CH:15]=[CH:14][C:13]([Br:16])=[CH:12][CH:11]=1)([CH3:4])([CH3:3])[CH3:2].[H-].[Na+].Br[CH2:23][C:24]1[CH:33]=[CH:32][CH:31]=[CH:30][C:25]=1[C:26]([O:28][CH3:29])=[O:27].CC(=O)OCC. Product: [Br:16][C:13]1[CH:12]=[CH:11][C:10]([CH2:9][CH:8]([NH:7][C:6]([O:5][C:1]([CH3:3])([CH3:2])[CH3:4])=[O:19])[CH2:17][O:18][CH2:23][C:24]2[CH:33]=[CH:32][CH:31]=[CH:30][C:25]=2[C:26]([O:28][CH3:29])=[O:27])=[CH:15][CH:14]=1. The catalyst class is: 1. (2) Reactant: [CH2:1]([CH:3]([CH2:21][CH2:22][CH2:23][CH3:24])[CH2:4][O:5][C:6]1[CH:11]=[CH:10][C:9]([O:12][CH2:13][CH:14]([CH2:19][CH3:20])[CH2:15][CH2:16][CH2:17][CH3:18])=[CH:8][CH:7]=1)[CH3:2].[CH3:25][O:26]C(Cl)Cl.[Sn](Cl)(Cl)(Cl)Cl.Cl. Product: [CH2:19]([CH:14]([CH2:15][CH2:16][CH2:17][CH3:18])[CH2:13][O:12][C:9]1[CH:8]=[CH:7][C:6]([O:5][CH2:4][CH:3]([CH2:1][CH3:2])[CH2:21][CH2:22][CH2:23][CH3:24])=[CH:11][C:10]=1[CH:25]=[O:26])[CH3:20]. The catalyst class is: 4. (3) Reactant: [CH2:1]([C@:4]1([C:20]2[CH:25]=[CH:24][C:23]([F:26])=[CH:22][CH:21]=2)[CH2:9][CH2:8][N:7]([C@H:10]([C:12]2[CH:17]=[CH:16][C:15](Br)=[CH:14][CH:13]=2)[CH3:11])[C:6](=[O:19])[CH2:5]1)[CH:2]=[CH2:3].[CH3:27][C:28]1([CH3:44])[C:32]([CH3:34])([CH3:33])[O:31][B:30]([B:30]2[O:31][C:32]([CH3:34])([CH3:33])[C:28]([CH3:44])([CH3:27])[O:29]2)[O:29]1.CC([O-])=O.[K+]. Product: [CH2:1]([C@:4]1([C:20]2[CH:25]=[CH:24][C:23]([F:26])=[CH:22][CH:21]=2)[CH2:9][CH2:8][N:7]([C@H:10]([C:12]2[CH:17]=[CH:16][C:15]([B:30]3[O:31][C:32]([CH3:34])([CH3:33])[C:28]([CH3:44])([CH3:27])[O:29]3)=[CH:14][CH:13]=2)[CH3:11])[C:6](=[O:19])[CH2:5]1)[CH:2]=[CH2:3]. The catalyst class is: 197. (4) Product: [O:1]1[CH2:6][CH2:5][CH2:4][O:3][CH:2]1[C:7]1[CH:8]=[C:9]([S:13][C:20]2[C:15]([F:14])=[CH:16][C:17]([N+:24]([O-:26])=[O:25])=[C:18]([CH2:22][OH:23])[CH:19]=2)[CH:10]=[CH:11][CH:12]=1. Reactant: [O:1]1[CH2:6][CH2:5][CH2:4][O:3][CH:2]1[C:7]1[CH:8]=[C:9]([SH:13])[CH:10]=[CH:11][CH:12]=1.[F:14][C:15]1[C:20](F)=[CH:19][C:18]([CH2:22][OH:23])=[C:17]([N+:24]([O-:26])=[O:25])[CH:16]=1.C(=O)([O-])[O-].[Cs+].[Cs+].O. The catalyst class is: 3. (5) Reactant: [CH2:1]([O:3][C:4]1[C:5]([CH3:17])=[C:6]([N:10]2[C:14](=[O:15])[N:13]([CH3:16])[N:12]=[N:11]2)[CH:7]=[CH:8][CH:9]=1)[CH3:2].N(C1(C#N)CCCCC1)=NC1(C#N)CCCCC1.[Br:36]N1C(=O)CCC1=O.ClC1C=CC=CC=1. Product: [CH2:1]([O:3][C:4]1[C:5]([CH2:17][Br:36])=[C:6]([N:10]2[C:14](=[O:15])[N:13]([CH3:16])[N:12]=[N:11]2)[CH:7]=[CH:8][CH:9]=1)[CH3:2]. The catalyst class is: 6. (6) Reactant: [C:1]([C:5]1[CH:6]=[CH:7][C:8]([CH3:20])=[C:9]([NH:11][C:12]2[C:17]([F:18])=[CH:16][N:15]=[C:14](Cl)[N:13]=2)[CH:10]=1)([CH3:4])([CH3:3])[CH3:2].[CH3:21][O:22][C:23]1[CH:28]=[CH:27][C:26]([N:29]2[CH2:34][CH2:33][NH:32][CH2:31][C:30]2([CH3:36])[CH3:35])=[CH:25][CH:24]=1.C(N(C(C)C)CC)(C)C. Product: [C:1]([C:5]1[CH:6]=[CH:7][C:8]([CH3:20])=[C:9]([NH:11][C:12]2[C:17]([F:18])=[CH:16][N:15]=[C:14]([N:32]3[CH2:33][CH2:34][N:29]([C:26]4[CH:27]=[CH:28][C:23]([O:22][CH3:21])=[CH:24][CH:25]=4)[C:30]([CH3:36])([CH3:35])[CH2:31]3)[N:13]=2)[CH:10]=1)([CH3:4])([CH3:3])[CH3:2]. The catalyst class is: 41. (7) Reactant: [CH3:1][O-:2].[Na+].[CH3:4][OH:5].Br[CH2:7][C:8](=[CH2:13])[C:9]([O:11][CH3:12])=[O:10]. Product: [CH3:1][O:2][CH2:7][CH:8]([CH2:13][O:5][CH3:4])[C:9]([O:11][CH3:12])=[O:10]. The catalyst class is: 5. (8) Reactant: [NH2:1][C:2]1[C:11]2[C:6](=[CH:7][CH:8]=[C:9]([O:12][CH3:13])[CH:10]=2)[N:5]=[CH:4][C:3]=1[C:14]([O:16]CC)=[O:15].[OH-].[Na+]. Product: [NH2:1][C:2]1[C:11]2[C:6](=[CH:7][CH:8]=[C:9]([O:12][CH3:13])[CH:10]=2)[N:5]=[CH:4][C:3]=1[C:14]([OH:16])=[O:15]. The catalyst class is: 14. (9) Product: [Cl:1][C:2]1[CH:3]=[C:4]([C:9]2[O:11][N:12]=[C:13]([C:15]3[CH:23]=[CH:22][CH:21]=[C:20]4[C:16]=3[CH:17]=[CH:18][NH:19]4)[N:14]=2)[CH:5]=[N:6][C:7]=1[Cl:8]. The catalyst class is: 12. Reactant: [Cl:1][C:2]1[CH:3]=[C:4]([C:9]([O:11][N:12]=[C:13]([C:15]2[C:16]3[CH:17]=[CH:18][NH:19][C:20]=3[CH:21]=[CH:22][CH:23]=2)[NH2:14])=O)[CH:5]=[N:6][C:7]=1[Cl:8]. (10) The catalyst class is: 7. Product: [CH2:1]([O:3][C:4]([C:6]1[C:7](=[O:22])[C:8]2[C:13]([C:14]=1[C:15]1[CH:20]=[CH:19][CH:18]=[CH:17][CH:16]=1)=[CH:12][CH:11]=[C:10]([O:21][CH2:31][CH2:30][CH2:29][C:23]1[CH:28]=[CH:27][CH:26]=[CH:25][CH:24]=1)[CH:9]=2)=[O:5])[CH3:2]. Reactant: [CH2:1]([O:3][C:4]([C:6]1[C:7](=[O:22])[C:8]2[C:13]([C:14]=1[C:15]1[CH:20]=[CH:19][CH:18]=[CH:17][CH:16]=1)=[CH:12][CH:11]=[C:10]([OH:21])[CH:9]=2)=[O:5])[CH3:2].[C:23]1([CH2:29][CH2:30][CH2:31]O)[CH:28]=[CH:27][CH:26]=[CH:25][CH:24]=1.C1(P(C2C=CC=CC=2)C2C=CC=CC=2)C=CC=CC=1.N(C(OCC)=O)=NC(OCC)=O.